From a dataset of Peptide-MHC class II binding affinity with 134,281 pairs from IEDB. Regression. Given a peptide amino acid sequence and an MHC pseudo amino acid sequence, predict their binding affinity value. This is MHC class II binding data. (1) The peptide sequence is AAATAGTTVYFAFAA. The MHC is HLA-DPA10103-DPB10401 with pseudo-sequence HLA-DPA10103-DPB10401. The binding affinity (normalized) is 0.169. (2) The peptide sequence is HVGAKQENWNTDIKT. The MHC is DRB5_0101 with pseudo-sequence DRB5_0101. The binding affinity (normalized) is 0.458. (3) The peptide sequence is EAAFTVSSKRNLADA. The binding affinity (normalized) is 0.224. The MHC is DRB1_1201 with pseudo-sequence DRB1_1201. (4) The peptide sequence is TIKAERTEQKDFDGR. The MHC is HLA-DQA10501-DQB10301 with pseudo-sequence HLA-DQA10501-DQB10301. The binding affinity (normalized) is 0.0609. (5) The peptide sequence is YVDRFFKTLRAEQATQDV. The MHC is DRB1_1501 with pseudo-sequence DRB1_1501. The binding affinity (normalized) is 0.424. (6) The peptide sequence is ASIVKASFEEGKCGL. The binding affinity (normalized) is 0. The MHC is HLA-DQA10303-DQB10402 with pseudo-sequence HLA-DQA10303-DQB10402. (7) The peptide sequence is WVSATLEQDKCVTVM. The MHC is DRB4_0103 with pseudo-sequence DRB4_0103. The binding affinity (normalized) is 0.321.